This data is from NCI-60 drug combinations with 297,098 pairs across 59 cell lines. The task is: Regression. Given two drug SMILES strings and cell line genomic features, predict the synergy score measuring deviation from expected non-interaction effect. (1) Drug 1: CC1=C(C=C(C=C1)NC2=NC=CC(=N2)N(C)C3=CC4=NN(C(=C4C=C3)C)C)S(=O)(=O)N.Cl. Drug 2: B(C(CC(C)C)NC(=O)C(CC1=CC=CC=C1)NC(=O)C2=NC=CN=C2)(O)O. Cell line: OVCAR-5. Synergy scores: CSS=1.27, Synergy_ZIP=1.46, Synergy_Bliss=4.24, Synergy_Loewe=2.24, Synergy_HSA=2.11. (2) Drug 1: CS(=O)(=O)C1=CC(=C(C=C1)C(=O)NC2=CC(=C(C=C2)Cl)C3=CC=CC=N3)Cl. Drug 2: CS(=O)(=O)OCCCCOS(=O)(=O)C. Cell line: OVCAR-5. Synergy scores: CSS=17.2, Synergy_ZIP=-4.27, Synergy_Bliss=0.515, Synergy_Loewe=-2.78, Synergy_HSA=-0.158. (3) Drug 1: CN(CC1=CN=C2C(=N1)C(=NC(=N2)N)N)C3=CC=C(C=C3)C(=O)NC(CCC(=O)O)C(=O)O. Drug 2: C1=NC2=C(N1)C(=S)N=CN2. Cell line: KM12. Synergy scores: CSS=46.0, Synergy_ZIP=-5.40, Synergy_Bliss=-5.04, Synergy_Loewe=-4.14, Synergy_HSA=-1.50.